Dataset: Forward reaction prediction with 1.9M reactions from USPTO patents (1976-2016). Task: Predict the product of the given reaction. (1) Given the reactants Br[C:2]1[CH:7]=[CH:6][C:5]([CH:8]([O:13][CH2:14][CH3:15])[C:9]([O:11]C)=[O:10])=[CH:4][CH:3]=1.[OH:16][C:17]1[C:29]([C:30]([F:33])([F:32])[F:31])=[CH:28][CH:27]=[C:26]([CH2:34][O:35][C:36]2[CH:41]=[CH:40][C:39](B3OC(C)(C)C(C)(C)O3)=[CH:38][CH:37]=2)[C:18]=1[C:19]([O:21][C:22]([CH3:25])([CH3:24])[CH3:23])=[O:20], predict the reaction product. The product is: [C:22]([O:21][C:19]([C:18]1[C:17]([OH:16])=[C:29]([C:30]([F:31])([F:32])[F:33])[CH:28]=[CH:27][C:26]=1[CH2:34][O:35][C:36]1[CH:41]=[CH:40][C:39]([C:2]2[CH:7]=[CH:6][C:5]([CH:8]([O:13][CH2:14][CH3:15])[C:9]([OH:11])=[O:10])=[CH:4][CH:3]=2)=[CH:38][CH:37]=1)=[O:20])([CH3:25])([CH3:23])[CH3:24]. (2) Given the reactants [CH3:1][S:2][C:3]1[S:7][C:6]([C:8]2[CH:16]=[CH:15][C:11]3[CH:12]=[N:13][S:14][C:10]=3[CH:9]=2)=[N:5][N:4]=1.OO.CC(O)=[O:21].[OH2:23], predict the reaction product. The product is: [CH3:1][S:2]([C:3]1[S:7][C:6]([C:8]2[CH:16]=[CH:15][C:11]3[CH:12]=[N:13][S:14][C:10]=3[CH:9]=2)=[N:5][N:4]=1)(=[O:21])=[O:23]. (3) Given the reactants [C:1]1([C@@H:7]2[CH2:9][C@H:8]2[C:10]([OH:12])=O)[CH:6]=[CH:5][CH:4]=[CH:3][CH:2]=1.Cl.[CH3:14][O:15][NH:16][CH3:17].CN(C(ON1N=NC2C=CC=NC1=2)=[N+](C)C)C.F[P-](F)(F)(F)(F)F.CCN(C(C)C)C(C)C, predict the reaction product. The product is: [CH3:14][O:15][N:16]([CH3:17])[C:10]([C@@H:8]1[CH2:9][C@H:7]1[C:1]1[CH:6]=[CH:5][CH:4]=[CH:3][CH:2]=1)=[O:12]. (4) Given the reactants Cl[CH2:2][C:3]1[CH:8]=[CH:7][CH:6]=[C:5]([S:9][CH:10]2[CH2:14][CH2:13][CH2:12][CH2:11]2)[N:4]=1.C([O:17][C:18](=[O:29])[CH2:19][CH2:20][C:21]1[CH:26]=[CH:25][C:24]([OH:27])=[C:23]([F:28])[CH:22]=1)C, predict the reaction product. The product is: [CH:10]1([S:9][C:5]2[N:4]=[C:3]([CH2:2][O:27][C:24]3[CH:25]=[CH:26][C:21]([CH2:20][CH2:19][C:18]([OH:29])=[O:17])=[CH:22][C:23]=3[F:28])[CH:8]=[CH:7][CH:6]=2)[CH2:14][CH2:13][CH2:12][CH2:11]1.